This data is from Full USPTO retrosynthesis dataset with 1.9M reactions from patents (1976-2016). The task is: Predict the reactants needed to synthesize the given product. Given the product [C:1]([NH:4][C:5]1[C:6]([N+:14]([O-:16])=[O:15])=[CH:7][C:8]2[O:12][CH2:11][CH2:10][C:9]=2[CH:13]=1)(=[O:3])[CH3:2], predict the reactants needed to synthesize it. The reactants are: [C:1]([NH:4][C:5]1[CH:6]=[CH:7][C:8]2[O:12][CH2:11][CH2:10][C:9]=2[CH:13]=1)(=[O:3])[CH3:2].[N+:14]([O-])([OH:16])=[O:15].